From a dataset of Reaction yield outcomes from USPTO patents with 853,638 reactions. Predict the reaction yield, written as a fraction of the theoretical maximum amount of product (1.0 means a 100% yield; for example, 0.34 means a 34% yield). (1) The reactants are C([BH3-])#N.[Na+].[NH2:5][C:6]1[CH:7]=[C:8]([CH:11]=[CH:12][C:13]=1[OH:14])[C:9]#[N:10].O=[C:16]1[CH2:21][CH2:20][N:19]([C:22]([O:24][C:25]([CH3:28])([CH3:27])[CH3:26])=[O:23])[CH2:18][CH2:17]1.C(O)(=O)C. The catalyst is O1CCCC1. The product is [C:9]([C:8]1[CH:11]=[CH:12][C:13]([OH:14])=[C:6]([NH:5][CH:16]2[CH2:21][CH2:20][N:19]([C:22]([O:24][C:25]([CH3:28])([CH3:27])[CH3:26])=[O:23])[CH2:18][CH2:17]2)[CH:7]=1)#[N:10]. The yield is 0.870. (2) The reactants are Br.Br[CH:3]([C:12]1[CH:17]=[CH:16][N:15]=[C:14]([F:18])[CH:13]=1)[C:4]([C:6]1[CH:11]=[CH:10][N:9]=[CH:8][CH:7]=1)=O.[NH2:19][C:20]([NH2:22])=[S:21].C([O-])(O)=O.[Na+]. The catalyst is CN(C=O)C.O. The product is [F:18][C:14]1[CH:13]=[C:12]([C:3]2[S:21][C:20]([NH2:22])=[N:19][C:4]=2[C:6]2[CH:11]=[CH:10][N:9]=[CH:8][CH:7]=2)[CH:17]=[CH:16][N:15]=1. The yield is 0.870. (3) The reactants are BrC1C=C2C(=CC=1)[N:8]=[C:7]([C:12]1[N:13]=[C:14]([C@@H:17]3[CH2:22][C@@H:21]4[C@@H:19]([CH2:20]4)[N:18]3[C:23]([O:25][C:26]([CH3:29])([CH3:28])[CH3:27])=[O:24])[NH:15][CH:16]=1)[CH:6]=[N:5]2.C([O-])([O-])=O.[K+].[K+].C1(P(C2CCCCC2)[C:43]2[CH:48]=[CH:47][CH:46]=[CH:45][C:44]=2[C:49]2[C:54](OC)=[CH:53][CH:52]=[CH:51][C:50]=2OC)CCCCC1.CC1(C)C(C)(C)OB(C2C=CC3[N:80]=[C:79]([C@@H:81]4[CH2:86][C@@H:85]5[C@@H:83]([CH2:84]5)[N:82]4[C:87]([O:89][C:90]([CH3:93])([CH3:92])[CH3:91])=[O:88])[NH:78]C=3C=2)O1. The yield is 0.330. The product is [C:90]([O:89][C:87]([N:82]1[C@H:81]([C:79]2[NH:78][C:53]3[CH:54]=[C:49]([C:44]4[CH:43]=[C:48]5[C:47](=[CH:46][CH:45]=4)[N:8]=[C:7]([C:12]4[NH:13][C:14]([C@@H:17]6[CH2:22][C@@H:21]7[C@@H:19]([CH2:20]7)[N:18]6[C:23]([O:25][C:26]([CH3:29])([CH3:28])[CH3:27])=[O:24])=[N:15][CH:16]=4)[CH:6]=[N:5]5)[CH:50]=[CH:51][C:52]=3[N:80]=2)[CH2:86][C@@H:85]2[C@H:83]1[CH2:84]2)=[O:88])([CH3:93])([CH3:92])[CH3:91]. The catalyst is C1COCC1.O.CO.CC([O-])=O.CC([O-])=O.[Pd+2].